This data is from Full USPTO retrosynthesis dataset with 1.9M reactions from patents (1976-2016). The task is: Predict the reactants needed to synthesize the given product. (1) The reactants are: CC1(C)[O:7][CH2:6][C:5]2([CH2:27][C:10]3=[C:11]([C:24](=[O:26])[CH3:25])[C:12]4[C:17]([CH:18]=[C:9]3[CH2:8]2)=[C:16]([N:19]2[CH2:23][CH2:22][CH2:21][CH2:20]2)[CH:15]=[CH:14][CH:13]=4)[CH2:4][O:3]1.Cl. Given the product [OH:3][CH2:4][C:5]1([CH2:6][OH:7])[CH2:8][C:9]2=[CH:18][C:17]3[C:12]([C:11]([C:24](=[O:26])[CH3:25])=[C:10]2[CH2:27]1)=[CH:13][CH:14]=[CH:15][C:16]=3[N:19]1[CH2:23][CH2:22][CH2:21][CH2:20]1, predict the reactants needed to synthesize it. (2) Given the product [CH3:26][CH:27]([CH3:29])[CH2:28][O:1][C:2]1[CH:3]=[CH:4][C:5]([CH2:8][CH2:9][C:10]2[CH:24]=[CH:23][C:13]3[CH:14]=[C:15]([CH:17]([NH:19][C:20](=[O:22])[CH3:21])[CH3:18])[O:16][C:12]=3[CH:11]=2)=[CH:6][CH:7]=1, predict the reactants needed to synthesize it. The reactants are: [OH:1][C:2]1[CH:7]=[CH:6][C:5]([CH2:8][CH2:9][C:10]2[CH:24]=[CH:23][C:13]3[CH:14]=[C:15]([CH:17]([NH:19][C:20](=[O:22])[CH3:21])[CH3:18])[O:16][C:12]=3[CH:11]=2)=[CH:4][CH:3]=1.Br[CH2:26][CH:27]([CH3:29])[CH3:28]. (3) Given the product [CH2:23]([O:1][C:2]1[CH:3]=[C:4]([CH2:8][NH:9][C:10]([C:12]2[CH:13]=[C:14]3[C:19](=[CH:20][CH:21]=2)[N:18]=[CH:17][CH:16]=[CH:15]3)=[O:11])[CH:5]=[CH:6][CH:7]=1)[C:24]#[C:25][CH2:26][CH3:27], predict the reactants needed to synthesize it. The reactants are: [OH:1][C:2]1[CH:3]=[C:4]([CH2:8][NH:9][C:10]([C:12]2[CH:13]=[C:14]3[C:19](=[CH:20][CH:21]=2)[N:18]=[CH:17][CH:16]=[CH:15]3)=[O:11])[CH:5]=[CH:6][CH:7]=1.Br[CH2:23][C:24]#[C:25][CH2:26][CH3:27].CN(C=O)C.C(=O)([O-])[O-].[Cs+].[Cs+]. (4) Given the product [Cl:8][C:9]1[C:14]([CH2:15][OH:16])=[CH:13][C:12]([N:17]([C:18]2[CH:23]=[CH:22][N:21]=[C:20]([N:24]([C:34]3[CH:35]=[C:36]([N:46]4[CH2:47][CH2:48][O:49][CH2:50][CH2:51]4)[CH:37]=[C:38]([N:40]4[CH2:45][CH2:44][O:43][CH2:42][CH2:41]4)[CH:39]=3)[CH2:25][C:26]3[CH:31]=[CH:30][C:29]([O:32][CH3:33])=[CH:28][CH:27]=3)[N:19]=2)[CH3:5])=[C:11]([CH3:52])[N:10]=1, predict the reactants needed to synthesize it. The reactants are: S(OC)(O[CH3:5])(=O)=O.[Cl:8][C:9]1[C:14]([CH2:15][OH:16])=[CH:13][C:12]([NH:17][C:18]2[CH:23]=[CH:22][N:21]=[C:20]([N:24]([C:34]3[CH:39]=[C:38]([N:40]4[CH2:45][CH2:44][O:43][CH2:42][CH2:41]4)[CH:37]=[C:36]([N:46]4[CH2:51][CH2:50][O:49][CH2:48][CH2:47]4)[CH:35]=3)[CH2:25][C:26]3[CH:31]=[CH:30][C:29]([O:32][CH3:33])=[CH:28][CH:27]=3)[N:19]=2)=[C:11]([CH3:52])[N:10]=1.C(=O)([O-])[O-].[Cs+].[Cs+]. (5) Given the product [ClH:2].[NH2:3][C:6]1[CH:11]=[CH:10][C:9]([N:12]2[CH2:16][CH2:15][CH2:14][C:13]2=[NH:17])=[CH:8][CH:7]=1, predict the reactants needed to synthesize it. The reactants are: O.[ClH:2].[N+:3]([C:6]1[CH:11]=[CH:10][C:9]([N:12]2[CH2:16][CH2:15][CH2:14][C:13]2=[NH:17])=[CH:8][CH:7]=1)([O-])=O. (6) Given the product [I-:25].[CH:1]1([C:6]([C:18]2[CH:19]=[CH:20][C:21]([OH:24])=[CH:22][CH:23]=2)([CH3:17])[C:7]([O:9][CH:10]2[CH2:15][CH2:14][N+:13]([CH3:26])([CH3:16])[CH2:12][CH2:11]2)=[O:8])[CH2:5][CH2:4][CH2:3][CH2:2]1, predict the reactants needed to synthesize it. The reactants are: [CH:1]1([C:6]([C:18]2[CH:23]=[CH:22][C:21]([OH:24])=[CH:20][CH:19]=2)([CH3:17])[C:7]([O:9][CH:10]2[CH2:15][CH2:14][N:13]([CH3:16])[CH2:12][CH2:11]2)=[O:8])[CH2:5][CH2:4][CH2:3][CH2:2]1.[I:25][CH3:26].